This data is from Catalyst prediction with 721,799 reactions and 888 catalyst types from USPTO. The task is: Predict which catalyst facilitates the given reaction. (1) Reactant: COC1[N:8]=[CH:7][CH:6]=CC=1.[C:9]1([CH3:17])[CH:14]=[CH:13][CH:12]=[CH:11][C:10]=1[Mg]Br.Cl[C:19]([O:21][CH2:22][C:23]1[CH:28]=[CH:27][CH:26]=[CH:25][CH:24]=1)=[O:20].[CH2:29]1[CH2:33][O:32][CH2:31][CH2:30]1. Product: [CH2:22]([O:21][C:19]([N:8]1[CH:7]=[CH:6][C:31](=[O:32])[CH2:30][CH:29]1[CH2:33][C:10]1[CH:11]=[CH:12][CH:13]=[CH:14][C:9]=1[CH3:17])=[O:20])[C:23]1[CH:28]=[CH:27][CH:26]=[CH:25][CH:24]=1. The catalyst class is: 27. (2) Reactant: [C:1]([O:5][C:6]([N:8]1[CH2:13][CH2:12][N:11]([C:14]2[O:15][C:16]3[C:22]([OH:23])=[CH:21][C:20]([Cl:24])=[CH:19][C:17]=3[N:18]=2)[C@@H:10]([CH3:25])[CH2:9]1)=[O:7])([CH3:4])([CH3:3])[CH3:2].[Br-].[NH4+].Br[CH:29]1[CH2:34][CH2:33][CH2:32][CH2:31][CH2:30]1.[OH-].[K+].[Br-].C([N+](C)(C)C)(=O)C. Product: [C:1]([O:5][C:6]([N:8]1[CH2:13][CH2:12][N:11]([C:14]2[O:15][C:16]3[C:22]([O:23][CH:29]4[CH2:34][CH2:33][CH2:32][CH2:31][CH2:30]4)=[CH:21][C:20]([Cl:24])=[CH:19][C:17]=3[N:18]=2)[C@@H:10]([CH3:25])[CH2:9]1)=[O:7])([CH3:4])([CH3:2])[CH3:3]. The catalyst class is: 12.